This data is from Catalyst prediction with 721,799 reactions and 888 catalyst types from USPTO. The task is: Predict which catalyst facilitates the given reaction. (1) Reactant: [CH2:1]([O:8][C:9]1[C:10]2[CH:21]=[C:20]([C:22]([F:25])([F:24])[F:23])[CH:19]=[CH:18][C:11]=2[S:12][C:13]=1[C:14]([O:16]C)=[O:15])[C:2]1[CH:7]=[CH:6][CH:5]=[CH:4][CH:3]=1.O.[OH-].[Li+].O. Product: [CH2:1]([O:8][C:9]1[C:10]2[CH:21]=[C:20]([C:22]([F:25])([F:23])[F:24])[CH:19]=[CH:18][C:11]=2[S:12][C:13]=1[C:14]([OH:16])=[O:15])[C:2]1[CH:7]=[CH:6][CH:5]=[CH:4][CH:3]=1. The catalyst class is: 5. (2) Reactant: [F:1][C:2]1[CH:3]=[C:4]2[C:9](=[CH:10][CH:11]=1)[N:8]=[CH:7][C:6]([C:12]#[N:13])=[C:5]2[SH:14].Cl[CH2:16][C:17]#[N:18].[OH-].[Na+]. Product: [NH2:13][C:12]1[C:6]2[CH:7]=[N:8][C:9]3[CH:10]=[CH:11][C:2]([F:1])=[CH:3][C:4]=3[C:5]=2[S:14][C:16]=1[C:17]#[N:18]. The catalyst class is: 5. (3) Reactant: [CH:1]1([C:7]([O:9][CH2:10][C:11]2[CH:16]=[CH:15][C:14]([CH:17]([CH2:31][NH:32]C(OC(C)(C)C)=O)[C:18]([NH:20][C:21]3[CH:22]=[C:23]4[C:28](=[CH:29][CH:30]=3)[CH:27]=[N:26][CH:25]=[CH:24]4)=[O:19])=[CH:13][CH:12]=2)=[O:8])[CH2:6][CH2:5][CH2:4][CH2:3][CH2:2]1.[ClH:40]. Product: [ClH:40].[ClH:40].[CH:1]1([C:7]([O:9][CH2:10][C:11]2[CH:12]=[CH:13][C:14]([CH:17]([CH2:31][NH2:32])[C:18]([NH:20][C:21]3[CH:22]=[C:23]4[C:28](=[CH:29][CH:30]=3)[CH:27]=[N:26][CH:25]=[CH:24]4)=[O:19])=[CH:15][CH:16]=2)=[O:8])[CH2:6][CH2:5][CH2:4][CH2:3][CH2:2]1. The catalyst class is: 2. (4) Reactant: Cl[C:2]1[N:3]=[CH:4][C:5]([C:8]([NH:10][C:11]2[NH:12][N:13]=[C:14]([O:16][CH2:17][C:18]3[CH:23]=[C:22]([O:24][CH3:25])[CH:21]=[C:20]([O:26][CH3:27])[CH:19]=3)[CH:15]=2)=[O:9])=[N:6][CH:7]=1.[CH3:28][N:29]1[C@@H:34]([CH3:35])[CH2:33][NH:32][CH2:31][C@H:30]1[CH3:36].C[C@H]1CNC[C@@H](C)N1CC#N.C(N(C(C)C)C(C)C)C. Product: [CH3:27][O:26][C:20]1[CH:19]=[C:18]([CH2:17][O:16][C:14]2[CH:15]=[C:11]([NH:10][C:8]([C:5]3[CH:4]=[N:3][C:2]([N:32]4[CH2:33][C@H:34]([CH3:35])[N:29]([CH3:28])[C@H:30]([CH3:36])[CH2:31]4)=[CH:7][N:6]=3)=[O:9])[NH:12][N:13]=2)[CH:23]=[C:22]([O:24][CH3:25])[CH:21]=1. The catalyst class is: 376. (5) Reactant: [CH2:1]([NH:3][C:4]([NH:6][C:7]1[S:8][C:9]([C:13]2[CH:18]=[CH:17][C:16]([O:19][CH3:20])=[CH:15][CH:14]=2)=[C:10]([CH3:12])[N:11]=1)=[O:5])[CH3:2].[Cl:21][S:22](O)(=[O:24])=[O:23]. Product: [CH2:1]([NH:3][C:4](=[O:5])[NH:6][C:7]1[S:8][C:9]([C:13]2[CH:14]=[CH:15][C:16]([O:19][CH3:20])=[C:17]([S:22]([Cl:21])(=[O:24])=[O:23])[CH:18]=2)=[C:10]([CH3:12])[N:11]=1)[CH3:2]. The catalyst class is: 4. (6) Reactant: [Cl:1][C:2]1[C:7]([CH:8]([C:10]2[C:11]([CH:16]=[CH2:17])=[N:12][CH:13]=[CH:14][CH:15]=2)[OH:9])=[CH:6][C:5]([Cl:18])=[CH:4][N:3]=1.C([O-])(O)=O.[Na+].CC(OI1(OC(C)=O)(OC(C)=O)OC(=O)C2C=CC=CC1=2)=O.[O-]S([O-])(=S)=O.[Na+].[Na+]. Product: [Cl:1][C:2]1[C:7]([C:8]([C:10]2[C:11]([CH:16]=[CH2:17])=[N:12][CH:13]=[CH:14][CH:15]=2)=[O:9])=[CH:6][C:5]([Cl:18])=[CH:4][N:3]=1. The catalyst class is: 91.